The task is: Binary Classification. Given a T-cell receptor sequence (or CDR3 region) and an epitope sequence, predict whether binding occurs between them.. This data is from TCR-epitope binding with 47,182 pairs between 192 epitopes and 23,139 TCRs. (1) The epitope is MPASWVMRI. The TCR CDR3 sequence is CASSLGQDGDTQYF. Result: 1 (the TCR binds to the epitope). (2) Result: 1 (the TCR binds to the epitope). The TCR CDR3 sequence is CAGQRANTGELFF. The epitope is YLQPRTFLL. (3) The epitope is FRYMNSQGL. The TCR CDR3 sequence is CASSRPSSGNTIYF. Result: 0 (the TCR does not bind to the epitope).